From a dataset of Full USPTO retrosynthesis dataset with 1.9M reactions from patents (1976-2016). Predict the reactants needed to synthesize the given product. (1) Given the product [CH2:1]([O:3][C:4]([C:6]1[S:10][C:9]([N:11]2[C:15]3[CH:16]=[C:17]([CH2:20][CH2:21][CH2:22][CH2:23][O:24][S:42]([CH3:41])(=[O:44])=[O:43])[CH:18]=[CH:19][C:14]=3[N:13]=[CH:12]2)=[N:8][C:7]=1[C:25]1[CH:30]=[CH:29][CH:28]=[C:27]([Cl:31])[CH:26]=1)=[O:5])[CH3:2], predict the reactants needed to synthesize it. The reactants are: [CH2:1]([O:3][C:4]([C:6]1[S:10][C:9]([N:11]2[C:15]3[CH:16]=[C:17]([CH2:20][CH2:21][CH2:22][CH2:23][OH:24])[CH:18]=[CH:19][C:14]=3[N:13]=[CH:12]2)=[N:8][C:7]=1[C:25]1[CH:30]=[CH:29][CH:28]=[C:27]([Cl:31])[CH:26]=1)=[O:5])[CH3:2].C(N(C(C)C)C(C)C)C.[CH3:41][S:42](Cl)(=[O:44])=[O:43]. (2) Given the product [NH2:7][C@H:8]([C:10]1[CH:15]=[CH:14][C:13]([C@H:16]([OH:23])[CH2:17][NH:18][C:19]([CH3:22])([CH3:21])[CH3:20])=[CH:12][CH:11]=1)[CH3:9], predict the reactants needed to synthesize it. The reactants are: C(OC(=O)[NH:7][C@H:8]([C:10]1[CH:15]=[CH:14][C:13]([C@H:16]([OH:23])[CH2:17][NH:18][C:19]([CH3:22])([CH3:21])[CH3:20])=[CH:12][CH:11]=1)[CH3:9])(C)(C)C.FC(F)(F)C(O)=O. (3) Given the product [CH3:17][O:16][C:14]([C:12]1[CH2:13][C@H:9]([NH:8][C:6]([O:5][C:1]([CH3:4])([CH3:3])[CH3:2])=[O:7])[CH2:10][CH:11]=1)=[O:15], predict the reactants needed to synthesize it. The reactants are: [C:1]([O:5][C:6]([NH:8][C@H:9]1[CH2:13][C@@H:12]([C:14]([O:16][CH3:17])=[O:15])[CH:11]=[CH:10]1)=[O:7])([CH3:4])([CH3:3])[CH3:2].C1CCN2C(=NCCC2)CC1. (4) The reactants are: C(OC(=O)[NH:7][CH:8]([C:18]1[CH:23]=[CH:22][CH:21]=[C:20]([Cl:24])[CH:19]=1)[C:9](=O)[NH:10][C:11]1[CH:12]=[N:13][CH:14]=[CH:15][CH:16]=1)(C)(C)C.B.C1COCC1. Given the product [Cl:24][C:20]1[CH:19]=[C:18]([CH:8]([NH2:7])[CH2:9][NH:10][C:11]2[CH:12]=[N:13][CH:14]=[CH:15][CH:16]=2)[CH:23]=[CH:22][CH:21]=1, predict the reactants needed to synthesize it. (5) Given the product [F:21][C:22]1[CH:23]=[C:24]([C:28]2[O:29][C:30]([CH3:35])=[C:31]([CH2:33][O:1][CH:2]3[CH2:7][CH2:6][CH2:5][CH:4]([O:8][CH2:9][C:10]4[CH:19]=[CH:18][CH:17]=[C:16]([CH3:20])[C:11]=4[C:12]([OH:14])=[O:13])[CH2:3]3)[N:32]=2)[CH:25]=[CH:26][CH:27]=1, predict the reactants needed to synthesize it. The reactants are: [OH:1][CH:2]1[CH2:7][CH2:6][CH2:5][CH:4]([O:8][CH2:9][C:10]2[CH:19]=[CH:18][CH:17]=[C:16]([CH3:20])[C:11]=2[C:12]([O:14]C)=[O:13])[CH2:3]1.[F:21][C:22]1[CH:23]=[C:24]([C:28]2[O:29][C:30]([CH3:35])=[C:31]([CH2:33]I)[N:32]=2)[CH:25]=[CH:26][CH:27]=1. (6) The reactants are: [F:1][C:2]1[C:10]2[CH2:9][CH2:8][CH2:7][CH2:6][C:5]=2[N:4]2[CH2:11][CH2:12][N:13]([C:16]3[N:23]=[CH:22][CH:21]=[C:20]([C:24]4[CH:29]=[C:28]([NH:30][C:31]5[CH:40]=[C:34]6[CH2:35][N:36]([CH3:39])[CH2:37][CH2:38][N:33]6[N:32]=5)[C:27](=[O:41])[N:26]([CH3:42])[CH:25]=4)[C:17]=3[CH:18]=[O:19])[C:14](=[O:15])[C:3]=12.[BH4-].[Na+].O. Given the product [F:1][C:2]1[C:10]2[CH2:9][CH2:8][CH2:7][CH2:6][C:5]=2[N:4]2[CH2:11][CH2:12][N:13]([C:16]3[C:17]([CH2:18][OH:19])=[C:20]([C:24]4[CH:29]=[C:28]([NH:30][C:31]5[CH:40]=[C:34]6[CH2:35][N:36]([CH3:39])[CH2:37][CH2:38][N:33]6[N:32]=5)[C:27](=[O:41])[N:26]([CH3:42])[CH:25]=4)[CH:21]=[CH:22][N:23]=3)[C:14](=[O:15])[C:3]=12, predict the reactants needed to synthesize it. (7) Given the product [OH:4][CH2:5][CH:6]1[CH2:11][S:10][CH:9]([CH2:12][OH:13])[CH2:8][S:7]1, predict the reactants needed to synthesize it. The reactants are: C([O:4][CH2:5][CH:6]1[CH2:11][S:10][CH:9]([CH2:12][O:13]C(=O)C)[CH2:8][S:7]1)(=O)C.C(=O)([O-])O.[Na+].